This data is from Drug-target binding data from BindingDB using Ki measurements. The task is: Regression. Given a target protein amino acid sequence and a drug SMILES string, predict the binding affinity score between them. We predict pKi (pKi = -log10(Ki in M); higher means stronger inhibition). Dataset: bindingdb_ki. (1) The compound is N=C(N)c1ccc(CNC(=O)[C@@H]2CCCN2C(=O)[C@@H](CC(=O)N2CCOCC2)NS(=O)(=O)Cc2ccccc2)cc1. The target protein (O60235) has sequence MYRPARVTSTSRFLNPYVVCFIVVAGVVILAVTIALLVYFLAFDQKSYFYRSSFQLLNVEYNSQLNSPATQEYRTLSGRIESLITKTFKESNLRNQFIRAHVAKLRQDGSGVRADVVMKFQFTRNNNGASMKSRIESVLRQMLNNSGNLEINPSTEITSLTDQAAANWLINECGAGPDLITLSEQRILGGTEAEEGSWPWQVSLRLNNAHHCGGSLINNMWILTAAHCFRSNSNPRDWIATSGISTTFPKLRMRVRNILIHNNYKSATHENDIALVRLENSVTFTKDIHSVCLPAATQNIPPGSTAYVTGWGAQEYAGHTVPELRQGQVRIISNDVCNAPHSYNGAILSGMLCAGVPQGGVDACQGDSGGPLVQEDSRRLWFIVGIVSWGDQCGLPDKPGVYTRVTAYLDWIRQQTGI. The pKi is 6.7. (2) The drug is C[C@@H]1OC(=O)N(C(=O)NCCCN2CCC(c3ccc(F)cc3)CC2)[C@H]1c1ccc(F)c(F)c1. The target protein (P23944) has sequence MTFRDILSVTFEGPRSSSSTGGSGAGGGAGTVGPEGGAVGGVPGATGGGAVVGTGSGEDNQSSTGEPGAAASGEVNGSAAVGGLVVSAQGVGVGVFLAAFILTAVAGNLLVILSVACNRHLQTVTNYFIVNLAVADLLLSAAVLPFSATMEVLGFWAFGRTFCDVWAAVDVLCCTASILSLCTISVDRYVGVRHSLKYPAIMTERKAAAILALLWAVALVVSVGPLLGWKEPVPPDERFCGITEEVGYAIFSSVCSFYLPMAVIVVMYCRVYVVARSTTRSLEAGIKREPGKASEVVLRIHCRGAATSAKGYPGTQSSKGHTLRSSLSVRLLKFSREKKAAKTLAIVVGVFVLCWFPFFFVLPLGSLFPQLKPSEGVFKVIFWLGYFNSCVNPLIYPCSSREFKRAFLRLLRCQCRRRRRRLWAVYGHHWRASTGDARSDCAPSPRIAPPGAPLALTAHPGAGSADTPETQDSVSSSRKPASALREWRLLGPLQRPTTQL.... The pKi is 7.2. (3) The drug is O=S(=O)(O)OC[C@H]1O[C@@H](Oc2ccccc2)[C@H](O)[C@@H](O)[C@@H]1O. The target protein (A8NS89) has sequence MTETVTDQGKQRSSKLQKNEAAKDEQVEGKGKETLESGTDKSAEQNSSLLVGQPDVIDNDNVQTVDDFKNLMYKMQETRRAIVFALLNEKDLTKDDVEILKRAYEKLTDNQTHSFQREMCTLTTKLSVNIGDETRGLEKDLKYLDALMNIRREEPNLLWPIIMSRVDLFSILANYHPKGKETFLKEYEDTVKFLKTFISSEAITGKKPIFITDWDGTMKDYCSQYATNLQPVYSAVGMTRFAASFTRISAVLTAGPLRGPGILDLTAMPIDGPVMFSGSWGREWWLSGKRVVHQDGITDEGFNALQRLDDEMKDLLHTSDYAPFALVGSGVQRKVDRLTLGVQTVCHHVTSELSNRYQMAVKERMHRVDPNSQILVFDPSTELEVEVVAHNSGIIWNKGNGVERLIKSLGDSLQSPGKILICGDTLSDIPMVRQAVKQNPDGVLAIFVGAKMSLREEVKQVIGDESRCCFVSCPDVIHAAMSQILNEHCIGK. The pKi is 3.1. (4) The drug is COc1ccc(N2CCN(Cc3c[nH]c4ncccc34)CC2)cc1. The target protein (P25115) has sequence MLPPGRNRTAQPARLGLQRQLAQVDAPAGSATPLGPAQVVTAGLLTLLIVWTLLGNVLVCAAIVRSRHLRAKMTNIFIVSLAVSDLFVALLVMPWKAVAEVAGYWPFGTFCDIWVAFDIMCSTASILNLCIISVDRYWAISRPFRYERKMTQRVALVMVGLAWTLSILISFIPVQLNWHRDKAGSQGQEGLLSNGTPWEEGWELEGRTENCDSSLNRTYAISSSLISFYIPVAIMIVTYTRIYRIAQVQIRRISSLERAAEHAQSCRSRGAYEPDPSLRASIKKETKVFKTLSMIMGVFVCCWLPFFILNCMVPFCSSGDAEGPKTGFPCVSETTFDIFVWFGWANSSLNPIIYAFNADFRKVFAQLLGCSHFCFRTPVQTVNISNELISYNQDTVFHKEIATAYVHMIPNAVSSGDREVGEEEEEGPFDHMSQISPTTPDGDLAAESVWELDCEEEVSLGKISPLTPNCFDKTA. The pKi is 5.0. (5) The target protein sequence is APSRKFFVGGNWKMNGRKKNLGELITTLNAAKVPADTEVVCAPPTAYIDFARQKLDPKIAVAAQNCYKVTNGAFTGEISPGMIKDCGATWVVLGHSERRHVFGESDELIGQKVAHALSEGLGVIACIGEKLDEREAGITEKVVFEQTKVIADNVKDWSKVVLAYEPVWAIGTGKTATPQQAQEVHEKLRGWLKSNVSDAVAQSTRIIYGGSVTGATCKELASQPDVDGFLVGGASLKPEFVDIINAKQ. The pKi is 5.3. The compound is N=C(COP(=O)(O)O)NO.